Dataset: CYP3A4 inhibition data for predicting drug metabolism from PubChem BioAssay. Task: Regression/Classification. Given a drug SMILES string, predict its absorption, distribution, metabolism, or excretion properties. Task type varies by dataset: regression for continuous measurements (e.g., permeability, clearance, half-life) or binary classification for categorical outcomes (e.g., BBB penetration, CYP inhibition). Dataset: cyp3a4_veith. (1) The compound is O=C(NCCc1ccc(Cl)cc1)Nc1cccc(Cl)c1. The result is 1 (inhibitor). (2) The compound is CS(=O)(=O)N1CCC2(CCCN(c3cccc(-c4ccccc4)c3)C2)CC1. The result is 1 (inhibitor).